This data is from Forward reaction prediction with 1.9M reactions from USPTO patents (1976-2016). The task is: Predict the product of the given reaction. (1) Given the reactants [CH3:1]N(C)C(=O)C.[CH:7]1([C:13]2[CH:44]=[CH:43][C:16]([CH2:17][NH:18][C:19]3[CH:24]=[CH:23][C:22]([C:25]4[N:26]=[C:27]([N:30]([CH2:32][C:33]5[CH:42]=[CH:41][C:36]([C:37]([O:39][CH3:40])=[O:38])=[CH:35][CH:34]=5)[CH3:31])[S:28][CH:29]=4)=[CH:21][CH:20]=3)=[CH:15][CH:14]=2)[CH2:12][CH2:11][CH2:10][CH2:9][CH2:8]1.C(=O)([O-])[O-].[K+].[K+].S(OC)(OC)(=O)=O, predict the reaction product. The product is: [CH:7]1([C:13]2[CH:44]=[CH:43][C:16]([CH2:17][N:18]([C:19]3[CH:24]=[CH:23][C:22]([C:25]4[N:26]=[C:27]([N:30]([CH2:32][C:33]5[CH:34]=[CH:35][C:36]([C:37]([O:39][CH3:40])=[O:38])=[CH:41][CH:42]=5)[CH3:31])[S:28][CH:29]=4)=[CH:21][CH:20]=3)[CH3:1])=[CH:15][CH:14]=2)[CH2:12][CH2:11][CH2:10][CH2:9][CH2:8]1. (2) The product is: [CH2:1]([O:8][C:9]1[CH:14]=[CH:13][C:12]([C@H:15]([C@H:16]2[CH2:20][CH2:19][CH2:18][NH:17]2)[NH:28][C:29](=[O:38])[C@H:30]([C:32]2[CH:37]=[CH:36][CH:35]=[CH:34][CH:33]=2)[CH3:31])=[CH:11][CH:10]=1)[C:2]1[CH:3]=[CH:4][CH:5]=[CH:6][CH:7]=1. Given the reactants [CH2:1]([O:8][C:9]1[CH:14]=[CH:13][C:12]([C@@H:15]([NH:28][C:29](=[O:38])[C@H:30]([C:32]2[CH:37]=[CH:36][CH:35]=[CH:34][CH:33]=2)[CH3:31])[C@@H:16]2[CH2:20][CH2:19][CH2:18][N:17]2C(OC(C)(C)C)=O)=[CH:11][CH:10]=1)[C:2]1[CH:7]=[CH:6][CH:5]=[CH:4][CH:3]=1.Cl, predict the reaction product. (3) Given the reactants [NH2:1][C:2]1[CH:6]=[CH:5][NH:4][C:3]=1[C:7]([O:9][CH2:10][CH3:11])=[O:8].[C:12]([Si:16]([CH3:36])([CH3:35])[O:17][C:18]1[CH:34]=[CH:33][C:21]2[NH:22][C:23]([S:25][C:26]3[O:30][C:29]([CH:31]=O)=[CH:28][CH:27]=3)=[N:24][C:20]=2[CH:19]=1)([CH3:15])([CH3:14])[CH3:13].[C:37]1(=O)[CH2:42][CH2:41][CH2:40][C:39](=[O:43])[CH2:38]1, predict the reaction product. The product is: [CH2:10]([O:9][C:7]([C:3]1[NH:4][CH:5]=[C:6]2[CH:31]([C:29]3[O:30][C:26]([S:25][C:23]4[NH:22][C:21]5[CH:33]=[CH:34][C:18]([O:17][Si:16]([C:12]([CH3:15])([CH3:14])[CH3:13])([CH3:35])[CH3:36])=[CH:19][C:20]=5[N:24]=4)=[CH:27][CH:28]=3)[C:38]3[C:39](=[O:43])[CH2:40][CH2:41][CH2:42][C:37]=3[NH:1][C:2]=12)=[O:8])[CH3:11].